This data is from Forward reaction prediction with 1.9M reactions from USPTO patents (1976-2016). The task is: Predict the product of the given reaction. (1) Given the reactants CC1C=CC(S(O[CH2:12][CH:13]2[CH2:22][CH2:21][C:20]3[C:15](=[CH:16][C:17]([S:23]([CH3:26])(=[O:25])=[O:24])=[CH:18][CH:19]=3)[O:14]2)(=O)=O)=CC=1.[NH2:27][CH2:28][CH2:29][OH:30], predict the reaction product. The product is: [CH3:26][S:23]([C:17]1[CH:16]=[C:15]2[C:20]([CH2:21][CH2:22][CH:13]([CH2:12][NH:27][CH2:28][CH2:29][OH:30])[O:14]2)=[CH:19][CH:18]=1)(=[O:24])=[O:25]. (2) The product is: [F:1][C:2]1[C:3]([F:8])=[CH:4][CH:5]=[CH:6][C:7]=1[C:11](=[O:12])[CH:10]([F:16])[F:9]. Given the reactants [F:1][C:2]1[CH:7]=[CH:6][CH:5]=[CH:4][C:3]=1[F:8].[F:9][CH:10]([F:16])[C:11](OCC)=[O:12].[NH4+].[Cl-].CC(OC)(C)C, predict the reaction product. (3) Given the reactants Cl[C:2]1[N:7]=[C:6]([C:8]2[C:9]([C:17]3[CH:18]=[C:19]([NH:23][C:24](=[O:33])[C:25]4[C:30]([F:31])=[CH:29][CH:28]=[CH:27][C:26]=4[F:32])[CH:20]=[CH:21][CH:22]=3)=[N:10][N:11]3[CH:16]=[CH:15][CH:14]=[CH:13][C:12]=23)[CH:5]=[CH:4][N:3]=1.[CH3:34][N:35]([CH:37]=[O:38])C.[NH2:39][C:40]1[CH:41]=C(CC(N)=O)[CH:43]=[CH:44][CH:45]=1.Cl.[CH3:51]CO, predict the reaction product. The product is: [C:37]([NH:35][C:34]1[CH:41]=[C:40]([NH:39][C:2]2[N:7]=[C:6]([C:8]3[C:9]([C:17]4[CH:18]=[C:19]([NH:23][C:24](=[O:33])[C:25]5[C:30]([F:31])=[CH:29][CH:28]=[CH:27][C:26]=5[F:32])[CH:20]=[CH:21][CH:22]=4)=[N:10][N:11]4[CH:16]=[CH:15][CH:14]=[CH:13][C:12]=34)[CH:5]=[CH:4][N:3]=2)[CH:45]=[CH:44][CH:43]=1)(=[O:38])[CH3:51]. (4) The product is: [CH3:1][O:2][C:3]1[C:4]2[N:17]=[C:16]([NH:18][C:21](=[O:22])[CH2:20][N:33]3[CH2:38][CH2:37][O:36][CH2:35][CH2:34]3)[S:15][C:5]=2[C:6]([N:9]2[CH2:10][CH2:11][O:12][CH2:13][CH2:14]2)=[N:7][CH:8]=1. Given the reactants [CH3:1][O:2][C:3]1[C:4]2[N:17]=[C:16]([NH2:18])[S:15][C:5]=2[C:6]([N:9]2[CH2:14][CH2:13][O:12][CH2:11][CH2:10]2)=[N:7][CH:8]=1.Cl[CH2:20][C:21](Cl)=[O:22].C(N(C(C)C)C(C)C)C.[NH:33]1[CH2:38][CH2:37][O:36][CH2:35][CH2:34]1, predict the reaction product. (5) Given the reactants [CH2:1]([O:3][C:4](=[O:25])[CH2:5][C:6]1[CH:7]=[C:8]([C:14]2[CH:19]=[CH:18][C:17]([F:20])=[CH:16][C:15]=2[CH2:21][NH:22][CH2:23][CH3:24])[C:9]([O:12][CH3:13])=[CH:10][CH:11]=1)[CH3:2].[C:26](Cl)(=[O:28])[CH3:27], predict the reaction product. The product is: [CH2:1]([O:3][C:4](=[O:25])[CH2:5][C:6]1[CH:7]=[C:8]([C:14]2[CH:19]=[CH:18][C:17]([F:20])=[CH:16][C:15]=2[CH2:21][N:22]([C:26](=[O:28])[CH3:27])[CH2:23][CH3:24])[C:9]([O:12][CH3:13])=[CH:10][CH:11]=1)[CH3:2]. (6) Given the reactants [OH-].[Na+].C[O:4][C:5](=[O:53])[CH2:6][O:7][C:8]1[CH:13]=[CH:12][C:11]([CH2:14][N:15]([CH2:26][C:27]2[N:28]=[C:29]([C:32]3[CH:37]=[CH:36][C:35]([C:38]([NH:40][CH2:41][C:42]4[CH:47]=[CH:46][C:45]([CH2:48][CH2:49][CH2:50][CH2:51][CH3:52])=[CH:44][CH:43]=4)=[O:39])=[CH:34][CH:33]=3)[S:30][CH:31]=2)[C:16](=[O:25])/[CH:17]=[CH:18]/[C:19]2[CH:24]=[CH:23][CH:22]=[CH:21][CH:20]=2)=[CH:10][CH:9]=1.Cl, predict the reaction product. The product is: [CH2:48]([C:45]1[CH:44]=[CH:43][C:42]([CH2:41][NH:40][C:38]([C:35]2[CH:34]=[CH:33][C:32]([C:29]3[S:30][CH:31]=[C:27]([CH2:26][N:15]([CH2:14][C:11]4[CH:12]=[CH:13][C:8]([O:7][CH2:6][C:5]([OH:53])=[O:4])=[CH:9][CH:10]=4)[C:16](=[O:25])/[CH:17]=[CH:18]/[C:19]4[CH:24]=[CH:23][CH:22]=[CH:21][CH:20]=4)[N:28]=3)=[CH:37][CH:36]=2)=[O:39])=[CH:47][CH:46]=1)[CH2:49][CH2:50][CH2:51][CH3:52]. (7) Given the reactants Cl[C:2]1[CH:3]=[CH:4][C:5]([N+:11]([O-])=O)=[C:6]([CH:10]=1)[C:7](O)=O.[OH-:14].[Na+].[OH2:16].[OH2:17].[OH2:18].O.O.O.O.O.O.[S-2:25].[Na+].[Na+].S(OC)(O[CH3:32])(=O)=O.Cl, predict the reaction product. The product is: [CH3:32][S:25][C:2]1[CH:3]=[CH:4][C:5]([N+:11]([O-:18])=[O:17])=[C:6]([CH:10]=1)[C:7]([OH:16])=[O:14].